Dataset: Full USPTO retrosynthesis dataset with 1.9M reactions from patents (1976-2016). Task: Predict the reactants needed to synthesize the given product. (1) Given the product [C:15]([Si:18]([CH3:20])([CH3:19])[O:5][CH:4]([C:3]1[C:2]([Cl:1])=[CH:9][CH:8]=[CH:7][C:6]=1[Cl:10])[C:11]#[N:12])([CH3:17])([CH3:16])[CH3:14], predict the reactants needed to synthesize it. The reactants are: [Cl:1][C:2]1[CH:9]=[CH:8][CH:7]=[C:6]([Cl:10])[C:3]=1[CH:4]=[O:5].[C-:11]#[N:12].[K+].[CH3:14][C:15]([Si:18](Cl)([CH3:20])[CH3:19])([CH3:17])[CH3:16]. (2) Given the product [Cl:1][C:2]1[CH:7]=[C:6]([F:8])[CH:5]=[CH:4][C:3]=1[O:9][C:11]1[CH:18]=[CH:17][CH:16]=[C:15]([C:19]([F:20])([F:22])[F:21])[C:12]=1[CH:13]=[O:14], predict the reactants needed to synthesize it. The reactants are: [Cl:1][C:2]1[CH:7]=[C:6]([F:8])[CH:5]=[CH:4][C:3]=1[OH:9].F[C:11]1[CH:18]=[CH:17][CH:16]=[C:15]([C:19]([F:22])([F:21])[F:20])[C:12]=1[CH:13]=[O:14].C([O-])([O-])=O.[Cs+].[Cs+].O. (3) Given the product [NH2:7][C@H:6]([C:5]([OH:15])=[O:4])[CH2:8][CH2:9][CH2:10][NH:11][C:12](=[NH:13])[NH2:14], predict the reactants needed to synthesize it. The reactants are: Cl.Cl.C[O:4][C:5](=[O:15])[C@H:6]([CH2:8][CH2:9][CH2:10][NH:11][C:12](=[NH:14])[NH2:13])[NH2:7].O.O.O.O.O.O.O.O.O.O.O.O.OP([O-])([O-])=O.[Na+].[Na+]. (4) Given the product [F:8][C:4]1[CH:5]=[CH:6][CH:7]=[C:2]([F:1])[C:3]=1[C:9]1[C:18]2[CH:17]=[C:16]([C:19]([NH2:20])=[O:45])[CH:15]=[CH:14][C:13]=2[C:12]2[NH:21][N:22]=[C:23]([NH:24][CH:25]3[CH2:30][CH2:29][N:28]([S:31]([CH2:34][CH3:35])(=[O:32])=[O:33])[CH2:27][CH2:26]3)[C:11]=2[N:10]=1, predict the reactants needed to synthesize it. The reactants are: [F:1][C:2]1[CH:7]=[CH:6][CH:5]=[C:4]([F:8])[C:3]=1[C:9]1[C:18]2[CH:17]=[C:16]([C:19]#[N:20])[CH:15]=[CH:14][C:13]=2[C:12]2[N:21](COCC[Si](C)(C)C)[N:22]=[C:23]([NH:24][CH:25]3[CH2:30][CH2:29][N:28]([S:31]([CH2:34][CH3:35])(=[O:33])=[O:32])[CH2:27][CH2:26]3)[C:11]=2[N:10]=1.S(=O)(=O)(O)[OH:45].N.